This data is from Forward reaction prediction with 1.9M reactions from USPTO patents (1976-2016). The task is: Predict the product of the given reaction. (1) Given the reactants [Br:1][C:2]1[S:6][C:5]2[C:7](=[O:16])[C:8]3[CH:12]=[C:11]([Br:13])[S:10][C:9]=3[C:14](=[O:15])[C:4]=2[CH:3]=1.[C:17](=[O:20])([O-])[O-].[K+].[K+].[C:23](Cl)(=[O:32])[CH2:24][CH2:25][CH2:26][CH2:27][CH2:28][CH2:29][CH2:30][CH3:31], predict the reaction product. The product is: [Br:13][C:11]1[S:10][C:9]2=[C:14]([O:15][C:17](=[O:20])[CH2:2][CH2:3][CH2:4][CH2:5][CH2:7][CH2:8][CH2:9][CH3:14])[C:4]3[CH:3]=[C:2]([Br:1])[S:6][C:5]=3[C:7]([O:16][C:23](=[O:32])[CH2:24][CH2:25][CH2:26][CH2:27][CH2:28][CH2:29][CH2:30][CH3:31])=[C:8]2[CH:12]=1. (2) Given the reactants [Cl:1][C:2]1[N:7]=[C:6]2[N:8]([Si](C(C)C)(C(C)C)C(C)C)[CH:9]=[CH:10][C:5]2=[C:4]([C:21]2([OH:34])[CH2:26][CH2:25][N:24](C(OC(C)(C)C)=O)[CH2:23][CH2:22]2)[CH:3]=1.[Si](I)(C)(C)C, predict the reaction product. The product is: [Cl:1][C:2]1[N:7]=[C:6]2[NH:8][CH:9]=[CH:10][C:5]2=[C:4]([C:21]2([OH:34])[CH2:22][CH2:23][NH:24][CH2:25][CH2:26]2)[CH:3]=1.